Task: Predict the reactants needed to synthesize the given product.. Dataset: Full USPTO retrosynthesis dataset with 1.9M reactions from patents (1976-2016) (1) Given the product [NH2:8][CH2:9][CH2:10][NH:11][C:12]1[CH:17]=[CH:16][CH:15]=[CH:14][C:13]=1[N:18]1[CH2:19][CH2:20][N:21]([C:24](=[O:54])[C@H:25]([NH:34][C:35]([C@@H:37]2[CH2:46][C:45]3[C:40](=[CH:41][CH:42]=[CH:43][CH:44]=3)[CH2:39][NH:38]2)=[O:36])[CH2:26][C:27]2[CH:32]=[CH:31][C:30]([Cl:33])=[CH:29][CH:28]=2)[CH2:22][CH2:23]1, predict the reactants needed to synthesize it. The reactants are: C(OC([NH:8][CH2:9][CH2:10][NH:11][C:12]1[CH:17]=[CH:16][CH:15]=[CH:14][C:13]=1[N:18]1[CH2:23][CH2:22][N:21]([C:24](=[O:54])[C@H:25]([NH:34][C:35]([C@@H:37]2[CH2:46][C:45]3[C:40](=[CH:41][CH:42]=[CH:43][CH:44]=3)[CH2:39][N:38]2C(OC(C)(C)C)=O)=[O:36])[CH2:26][C:27]2[CH:32]=[CH:31][C:30]([Cl:33])=[CH:29][CH:28]=2)[CH2:20][CH2:19]1)=O)(C)(C)C.Cl. (2) The reactants are: [NH2:1][C:2]1[CH:7]=[CH:6][C:5]([C:8]2[CH:13]=[CH:12][C:11]([CH:14]([N:22]([CH3:39])[C:23](=[O:38])[CH2:24][N:25]3[C:30]4[CH:31]=[C:32]([Cl:36])[C:33]([Cl:35])=[CH:34][C:29]=4[O:28][CH2:27][C:26]3=[O:37])[CH2:15][N:16]3[CH2:21][CH2:20][O:19][CH2:18][CH2:17]3)=[CH:10][CH:9]=2)=[CH:4][CH:3]=1.[C:40](Cl)(=[O:43])[CH2:41][CH3:42].C(N(CC)CC)C. Given the product [Cl:36][C:32]1[C:33]([Cl:35])=[CH:34][C:29]2[O:28][CH2:27][C:26](=[O:37])[N:25]([CH2:24][C:23]([N:22]([CH3:39])[CH:14]([C:11]3[CH:12]=[CH:13][C:8]([C:5]4[CH:4]=[CH:3][C:2]([NH:1][C:40](=[O:43])[CH2:41][CH3:42])=[CH:7][CH:6]=4)=[CH:9][CH:10]=3)[CH2:15][N:16]3[CH2:17][CH2:18][O:19][CH2:20][CH2:21]3)=[O:38])[C:30]=2[CH:31]=1, predict the reactants needed to synthesize it.